From a dataset of Reaction yield outcomes from USPTO patents with 853,638 reactions. Predict the reaction yield, written as a fraction of the theoretical maximum amount of product (1.0 means a 100% yield; for example, 0.34 means a 34% yield). The reactants are N[C:2]12[CH2:9][CH2:8][C:5]([C:10]3[NH:18][C:17]4[C:16](=[O:19])[N:15]([CH2:20][CH2:21][CH3:22])[C:14](=[O:23])[N:13]([CH2:24][CH2:25][CH3:26])[C:12]=4[N:11]=3)([CH2:6][CH2:7]1)[CH2:4][CH2:3]2.[C:27]([O:32]C)(=[O:31])[C@@H:28]([CH3:30])[OH:29].N(OCCC(C)C)=O.[Li+].[OH-]. The catalyst is O.CO. The product is [O:23]=[C:14]1[N:13]([CH2:24][CH2:25][CH3:26])[C:12]2[N:11]=[C:10]([C:5]34[CH2:6][CH2:7][C:2]([O:29][C@H:28]([CH3:30])[C:27]([OH:32])=[O:31])([CH2:9][CH2:8]3)[CH2:3][CH2:4]4)[NH:18][C:17]=2[C:16](=[O:19])[N:15]1[CH2:20][CH2:21][CH3:22]. The yield is 0.200.